This data is from Choline transporter screen with 302,306 compounds. The task is: Binary Classification. Given a drug SMILES string, predict its activity (active/inactive) in a high-throughput screening assay against a specified biological target. (1) The molecule is OC(=O)C1CCC(CC1)CNC(=O)C(NC(=O)C1N(Cc2c(C1)cccc2)C(OC(C)(C)C)=O)CC(C)C. The result is 0 (inactive). (2) The compound is O(C1(C(CN(C(C1)C)CCC)C)c1ccccc1)C(=O)C. The result is 0 (inactive). (3) The drug is S1\C(C(=O)N(CCN)C1=O)=C/c1cc2OCOc2cc1. The result is 0 (inactive). (4) The molecule is S(=O)(=O)(NNC(=O)c1nc(sc1)n1nc(cc1C(F)(F)F)C)c1c([N+]([O-])=O)cccc1. The result is 0 (inactive).